Task: Regression/Classification. Given a drug SMILES string, predict its toxicity properties. Task type varies by dataset: regression for continuous values (e.g., LD50, hERG inhibition percentage) or binary classification for toxic/non-toxic outcomes (e.g., AMES mutagenicity, cardiotoxicity, hepatotoxicity). Dataset: ames.. Dataset: Ames mutagenicity test results for genotoxicity prediction (1) The compound is Cc1coc2c1CCC(C)C2. The result is 0 (non-mutagenic). (2) The compound is NON(N=O)c1ccccc1. The result is 1 (mutagenic). (3) The molecule is Nc1ccc(N)c2c1C(=O)c1ccccc1C2=O. The result is 1 (mutagenic). (4) The drug is CN1C[C@H](C(=O)N[C@@]2(C)O[C@]3(O)[C@H]4CCCN4C(=O)[C@@H](Cc4ccccc4)N3C2=O)C=C2c3cccc4[nH]cc(c34)C[C@@H]21. The result is 0 (non-mutagenic). (5) The drug is CC(=O)/C=C/c1ccco1. The result is 0 (non-mutagenic). (6) The molecule is COC(=O)C(N)CSCCCl. The result is 1 (mutagenic). (7) The compound is O=[N+]([O-])c1ccc(OCC2CO2)cc1. The result is 1 (mutagenic). (8) The molecule is CC(=O)N(CC(O)CO)c1c(I)c(C(=O)NCCO)c(I)c(C(=O)NCC(O)CO)c1I. The result is 0 (non-mutagenic). (9) The drug is N#[N+]c1ccc([N+](=O)[O-])cc1. The result is 1 (mutagenic).